This data is from Reaction yield outcomes from USPTO patents with 853,638 reactions. The task is: Predict the reaction yield, written as a fraction of the theoretical maximum amount of product (1.0 means a 100% yield; for example, 0.34 means a 34% yield). (1) The reactants are C(OC([N:8]1[CH2:13][CH2:12][C:11]2([CH2:18][CH2:17][C:16]([C:20]3[CH:25]=[CH:24][C:23]([Cl:26])=[C:22]([Cl:27])[CH:21]=3)(O)[CH2:15][CH2:14]2)[CH2:10][CH2:9]1)=O)(C)(C)C.C(OCC)(=O)C.[OH-].[Na+]. The catalyst is FC(F)(F)C(O)=O. The product is [Cl:27][C:22]1[CH:21]=[C:20]([C:16]2[CH2:17][CH2:18][C:11]3([CH2:10][CH2:9][NH:8][CH2:13][CH2:12]3)[CH2:14][CH:15]=2)[CH:25]=[CH:24][C:23]=1[Cl:26]. The yield is 1.00. (2) The reactants are [Mg].Br[C:3]1[CH:8]=[CH:7][C:6]([C:9]([F:12])([F:11])[F:10])=[CH:5][CH:4]=1.[CH2:13]([O:15][C:16]([N:18]1[CH2:22][CH2:21][C:20](=[O:23])[CH2:19]1)=[O:17])[CH3:14].[NH4+].[Cl-]. The catalyst is CCOCC. The product is [CH2:13]([O:15][C:16]([N:18]1[CH2:22][CH2:21][C:20]([OH:23])([C:3]2[CH:8]=[CH:7][C:6]([C:9]([F:12])([F:11])[F:10])=[CH:5][CH:4]=2)[CH2:19]1)=[O:17])[CH3:14]. The yield is 0.610. (3) The reactants are [Br:1][C:2]1[CH:7]=[CH:6][C:5]([C:8](=[O:29])[CH2:9][C:10]([CH2:21][CH2:22][C:23]2[CH:28]=[CH:27][CH:26]=[CH:25][CH:24]=2)(C(OCC)=O)[C:11]([O:13][CH2:14][CH3:15])=[O:12])=[CH:4][CH:3]=1.[OH-].[Na+]. The catalyst is CC(C)=O.C(O)C. The product is [Br:1][C:2]1[CH:3]=[CH:4][C:5]([C:8](=[O:29])[CH2:9][CH:10]([CH2:21][CH2:22][C:23]2[CH:24]=[CH:25][CH:26]=[CH:27][CH:28]=2)[C:11]([O:13][CH2:14][CH3:15])=[O:12])=[CH:6][CH:7]=1. The yield is 0.650. (4) The reactants are [NH2:1][C:2]1[CH:7]=[CH:6][C:5]([C:8]2[CH2:13][S:12][C:11]3=[N:14][N:15]=[C:16]([C:17]4[CH:22]=[CH:21][C:20]([O:23][CH3:24])=[C:19]([O:25][CH3:26])[CH:18]=4)[N:10]3[N:9]=2)=[CH:4][CH:3]=1.[C:27](OC(=O)C)(=[O:29])[CH3:28].C(N(CC)CC)C. The catalyst is C1COCC1.CN(C)C1C=CN=CC=1.C(OCC)(=O)C. The product is [C:27]([NH:1][C:2]1[CH:3]=[CH:4][C:5]([C:8]2[CH2:13][S:12][C:11]3=[N:14][N:15]=[C:16]([C:17]4[CH:22]=[CH:21][C:20]([O:23][CH3:24])=[C:19]([O:25][CH3:26])[CH:18]=4)[N:10]3[N:9]=2)=[CH:6][CH:7]=1)(=[O:29])[CH3:28]. The yield is 0.360. (5) The yield is 0.798. The catalyst is C(#N)C. The reactants are Br[C:2]1[S:3][C:4]([C:7]([O:9][CH3:10])=[O:8])=[CH:5][N:6]=1.[NH:11]1[CH2:16][CH2:15][NH:14][CH2:13][CH2:12]1.C(=O)([O-])[O-].[K+].[K+]. The product is [CH3:10][O:9][C:7]([C:4]1[S:3][C:2]([N:11]2[CH2:16][CH2:15][NH:14][CH2:13][CH2:12]2)=[N:6][CH:5]=1)=[O:8].